From a dataset of Reaction yield outcomes from USPTO patents with 853,638 reactions. Predict the reaction yield, written as a fraction of the theoretical maximum amount of product (1.0 means a 100% yield; for example, 0.34 means a 34% yield). (1) The reactants are [Br:1][C:2]1[C:3]([OH:10])=[C:4]([CH:7]=[CH:8][CH:9]=1)[CH:5]=O.Br[CH2:12][C:13]([C:15]1[CH:20]=[CH:19][CH:18]=[C:17]([Cl:21])[CH:16]=1)=[O:14]. No catalyst specified. The product is [Br:1][C:2]1[C:3]2[O:10][C:12]([C:13]([C:15]3[CH:20]=[CH:19][CH:18]=[C:17]([Cl:21])[CH:16]=3)=[O:14])=[CH:5][C:4]=2[CH:7]=[CH:8][CH:9]=1. The yield is 0.220. (2) The catalyst is C(Cl)Cl.C(OCC)C. The yield is 0.920. The reactants are C(OC([N:8]1[CH2:13][CH2:12][N:11]([C:14]2[CH:15]=[N:16][C:17]([NH:20][C:21]3[N:22]=[CH:23][C:24]4[C:30]([CH3:31])=[C:29]([C:32]([O:34]CC)=[CH2:33])[C:28](=[O:37])[N:27]([CH:38]5[CH2:42][CH2:41][CH2:40][CH2:39]5)[C:25]=4[N:26]=3)=[CH:18][CH:19]=2)[CH2:10][CH2:9]1)=O)(C)(C)C. The product is [C:32]([C:29]1[C:28](=[O:37])[N:27]([CH:38]2[CH2:42][CH2:41][CH2:40][CH2:39]2)[C:25]2[N:26]=[C:21]([NH:20][C:17]3[CH:18]=[CH:19][C:14]([N:11]4[CH2:10][CH2:9][NH:8][CH2:13][CH2:12]4)=[CH:15][N:16]=3)[N:22]=[CH:23][C:24]=2[C:30]=1[CH3:31])(=[O:34])[CH3:33].